Dataset: Forward reaction prediction with 1.9M reactions from USPTO patents (1976-2016). Task: Predict the product of the given reaction. (1) Given the reactants Cl[C:2]1[C:11]([O:12][CH:13]([C:18]2[CH:19]=[N:20][CH:21]=[CH:22][CH:23]=2)[C:14]([F:17])([F:16])[F:15])=[N:10][C:9]2[C:4](=[CH:5][CH:6]=[CH:7][CH:8]=2)[N:3]=1.CS(C)=O.[C:28]([C:30]1[CH:35]=[CH:34][CH:33]=[CH:32][C:31]=1[S:36]([NH2:39])(=[O:38])=[O:37])#[N:29].C(=O)([O-])[O-].[K+].[K+], predict the reaction product. The product is: [C:28]([C:30]1[CH:35]=[CH:34][CH:33]=[CH:32][C:31]=1[S:36]([NH:39][C:2]1[C:11]([O:12][CH:13]([C:18]2[CH:19]=[N:20][CH:21]=[CH:22][CH:23]=2)[C:14]([F:17])([F:16])[F:15])=[N:10][C:9]2[C:4](=[CH:5][CH:6]=[CH:7][CH:8]=2)[N:3]=1)(=[O:38])=[O:37])#[N:29]. (2) Given the reactants [CH3:1][N:2]1[C:6]2[CH:7]=[C:8]3[C:13]4([C:21]5[C:16](=[CH:17][CH:18]=[CH:19][CH:20]=5)[NH:15][C:14]4=[O:22])[CH2:12][O:11][C:9]3=[CH:10][C:5]=2[O:4][C:3]1=[O:23].CC1C=CC(S(O[CH2:35][C@H:36]2[CH2:40][CH2:39][CH2:38][O:37]2)(=O)=O)=CC=1.BrCC1CCCCO1, predict the reaction product. The product is: [CH3:1][N:2]1[C:6]2[CH:7]=[C:8]3[C:13]4([C:21]5[C:16](=[CH:17][CH:18]=[CH:19][CH:20]=5)[N:15]([CH2:35][C@H:36]5[CH2:40][CH2:39][CH2:38][O:37]5)[C:14]4=[O:22])[CH2:12][O:11][C:9]3=[CH:10][C:5]=2[O:4][C:3]1=[O:23]. (3) Given the reactants [O:1]=[C:2]1[CH2:10][C:9]2[C:4](=[CH:5][C:6]([C:11]([C:13]3[CH:14]=[C:15]([NH:19][C:20]([C:22]4[CH:23]=[N:24][N:25]([CH3:28])[C:26]=4[CH3:27])=[O:21])[CH:16]=[CH:17][CH:18]=3)=[O:12])=[CH:7][CH:8]=2)[NH:3]1.[CH:29](OCC)=[O:30].[O-]CC.[Na+].Cl, predict the reaction product. The product is: [OH:30][CH:29]=[C:10]1[C:9]2[C:4](=[CH:5][C:6]([C:11]([C:13]3[CH:14]=[C:15]([NH:19][C:20]([C:22]4[CH:23]=[N:24][N:25]([CH3:28])[C:26]=4[CH3:27])=[O:21])[CH:16]=[CH:17][CH:18]=3)=[O:12])=[CH:7][CH:8]=2)[NH:3][C:2]1=[O:1]. (4) Given the reactants [NH2:1][C:2]1[CH:10]=[CH:9][C:5]([C:6]([OH:8])=[O:7])=[CH:4][CH:3]=1.[CH:11]1([C:16](Cl)=[O:17])[CH2:15][CH2:14][CH2:13][CH2:12]1, predict the reaction product. The product is: [CH:11]1([C:16]([NH:1][C:2]2[CH:10]=[CH:9][C:5]([C:6]([OH:8])=[O:7])=[CH:4][CH:3]=2)=[O:17])[CH2:15][CH2:14][CH2:13][CH2:12]1. (5) Given the reactants [OH:1][CH2:2][C:3]1[CH:8]=[CH:7][C:6]([C:9]2[C:10](=[O:21])[NH:11][C:12]3[C:17]([N:18]=2)=[CH:16][CH:15]=[C:14]([O:19][CH3:20])[CH:13]=3)=[CH:5][CH:4]=1.Br[CH2:23][C:24](=[O:29])[C:25]([CH3:28])([CH3:27])[CH3:26], predict the reaction product. The product is: [CH3:26][C:25]([CH3:28])([CH3:27])[C:24](=[O:29])[CH2:23][N:11]1[C:12]2[C:17](=[CH:16][CH:15]=[C:14]([O:19][CH3:20])[CH:13]=2)[N:18]=[C:9]([C:6]2[CH:5]=[CH:4][C:3]([CH2:2][OH:1])=[CH:8][CH:7]=2)[C:10]1=[O:21]. (6) Given the reactants Cl.[NH:2]1[CH2:7][CH2:6][C:5]([C:8]2[CH:13]=[CH:12][C:11]([N:14]3[CH2:18][C@H:17]([CH2:19][N:20]4[CH:24]=[CH:23][N:22]=[N:21]4)[O:16][C:15]3=[O:25])=[CH:10][C:9]=2[F:26])=[CH:4][CH2:3]1.C(N(CC)CC)C.[CH:34](OCC)=[O:35], predict the reaction product. The product is: [CH:34]([N:2]1[CH2:7][CH2:6][C:5]([C:8]2[CH:13]=[CH:12][C:11]([N:14]3[CH2:18][C@H:17]([CH2:19][N:20]4[CH:24]=[CH:23][N:22]=[N:21]4)[O:16][C:15]3=[O:25])=[CH:10][C:9]=2[F:26])=[CH:4][CH2:3]1)=[O:35]. (7) Given the reactants [F:8][C:7]([F:10])([F:9])[C:6](O[C:6](=[O:11])[C:7]([F:10])([F:9])[F:8])=[O:11].[Cl:14][C:15]1[CH:23]=[CH:22][CH:21]=[C:20]2[C:16]=1[CH:17]=[CH:18][NH:19]2.CN(C=O)C, predict the reaction product. The product is: [Cl:14][C:15]1[CH:23]=[CH:22][CH:21]=[C:20]2[C:16]=1[C:17]([C:6](=[O:11])[C:7]([F:8])([F:9])[F:10])=[CH:18][NH:19]2.